From a dataset of Full USPTO retrosynthesis dataset with 1.9M reactions from patents (1976-2016). Predict the reactants needed to synthesize the given product. (1) Given the product [NH:1]([C:72]([CH3:74])=[O:73])[C@H:2]([C:18]([NH:20][C@H:21]([C:26]([N:28]1[CH2:71][CH2:70][CH2:69][C@H:29]1[C:30]([NH:32][C@H:33]([C:58]([N:60]1[CH2:68][CH2:67][CH2:66][C@H:61]1[C:62]([OH:64])=[O:63])=[O:59])[CH2:34][CH2:35][CH2:36][NH:37][C:38](=[NH:57])[NH:39][S:40]([C:43]1[C:55]([CH3:56])=[C:54]2[C:48]([O:49][C:50]([CH2:53]2)([CH3:52])[CH3:51])=[C:46]([CH3:47])[C:44]=1[CH3:45])(=[O:42])=[O:41])=[O:31])=[O:27])[CH2:22][CH:23]([CH3:24])[CH3:25])=[O:19])[CH2:3][C:4]1[CH:5]=[CH:6][C:7]([O:10][CH2:11][C:12]2[CH:13]=[CH:14][CH:15]=[CH:16][CH:17]=2)=[CH:8][CH:9]=1, predict the reactants needed to synthesize it. The reactants are: [NH:1]([C:72]([CH3:74])=[O:73])[C@H:2]([C:18]([NH:20][C@H:21]([C:26]([N:28]1[CH2:71][CH2:70][CH2:69][C@H:29]1[C:30]([NH:32][C@H:33]([C:58]([N:60]1[CH2:68][CH2:67][CH2:66][C@H:61]1[C:62]([O:64]C)=[O:63])=[O:59])[CH2:34][CH2:35][CH2:36][NH:37][C:38](=[NH:57])[NH:39][S:40]([C:43]1[C:55]([CH3:56])=[C:54]2[C:48]([O:49][C:50]([CH2:53]2)([CH3:52])[CH3:51])=[C:46]([CH3:47])[C:44]=1[CH3:45])(=[O:42])=[O:41])=[O:31])=[O:27])[CH2:22][CH:23]([CH3:25])[CH3:24])=[O:19])[CH2:3][C:4]1[CH:9]=[CH:8][C:7]([O:10][CH2:11][C:12]2[CH:17]=[CH:16][CH:15]=[CH:14][CH:13]=2)=[CH:6][CH:5]=1.O.O.[OH-].[Li+].Cl. (2) Given the product [CH:1]1([N:5]2[CH2:11][CH2:10][C:9]3[CH:12]=[CH:13][C:14]([O:16][C:17]4[N:18]=[CH:19][C:20]([N:43]5[CH:39]([CH3:38])[CH2:40][CH2:41][C:42]5=[O:44])=[CH:21][CH:22]=4)=[CH:15][C:8]=3[CH2:7][CH2:6]2)[CH2:4][CH2:3][CH2:2]1, predict the reactants needed to synthesize it. The reactants are: [CH:1]1([N:5]2[CH2:11][CH2:10][C:9]3[CH:12]=[CH:13][C:14]([O:16][C:17]4[CH:22]=[CH:21][C:20](I)=[CH:19][N:18]=4)=[CH:15][C:8]=3[CH2:7][CH2:6]2)[CH2:4][CH2:3][CH2:2]1.N1C2C(=CC=C3C=2N=CC=C3)C=CC=1.[CH3:38][CH:39]1[NH:43][C:42](=[O:44])[CH2:41][CH2:40]1.C(=O)([O-])[O-].[Cs+].[Cs+]. (3) Given the product [Cl:24][C:5]1[C:6]([N:8]([CH3:23])[CH:9]2[CH2:14][CH2:13][N:12]([C:15]3[CH:22]=[CH:21][C:18]([C:19]#[N:20])=[CH:17][N:16]=3)[CH2:11][CH2:10]2)=[N:7][C:2]([NH:32][C:28]2[CH:29]=[C:30]([CH3:31])[N:26]([CH3:25])[N:27]=2)=[N:3][CH:4]=1, predict the reactants needed to synthesize it. The reactants are: Cl[C:2]1[N:7]=[C:6]([N:8]([CH3:23])[CH:9]2[CH2:14][CH2:13][N:12]([C:15]3[CH:22]=[CH:21][C:18]([C:19]#[N:20])=[CH:17][N:16]=3)[CH2:11][CH2:10]2)[C:5]([Cl:24])=[CH:4][N:3]=1.[CH3:25][N:26]1[C:30]([CH3:31])=[CH:29][C:28]([NH2:32])=[N:27]1.FC(F)(F)C(O)=O. (4) Given the product [NH:1]1[CH:5]=[N:4][C:3]([NH:6][C:7](=[O:12])[C:8]([CH3:11])([CH3:10])[CH3:9])=[N:2]1, predict the reactants needed to synthesize it. The reactants are: [NH:1]1[CH:5]=[N:4][C:3]([NH2:6])=[N:2]1.[C:7](Cl)(=[O:12])[C:8]([CH3:11])([CH3:10])[CH3:9]. (5) Given the product [CH2:16]([CH:18]([CH2:21][CH2:22][CH2:23][CH3:24])[CH2:19][C:6]1([CH2:6][CH:3]([CH2:4][CH3:5])[CH2:2][CH2:8][CH2:7][CH3:11])[C:7]2[CH:11]=[CH:10][S:9][C:8]=2[C:2]2[S:1][CH:5]=[CH:4][C:3]1=2)[CH3:17], predict the reactants needed to synthesize it. The reactants are: [S:1]1[CH:5]=[CH:4][C:3]2[CH2:6][C:7]3[CH:11]=[CH:10][S:9][C:8]=3[C:2]1=2.[OH-].[K+].[I-].[Na+].[CH2:16]([CH:18]([CH2:21][CH2:22][CH2:23][CH3:24])[CH2:19]Br)[CH3:17]. (6) Given the product [CH3:1][O:2][C:3]1[C:11]2[O:10][CH2:9][CH2:8][C:7]=2[CH:6]=[CH:5][CH:4]=1, predict the reactants needed to synthesize it. The reactants are: [CH3:1][O:2][C:3]1[C:11]2[O:10][CH:9]=[CH:8][C:7]=2[CH:6]=[CH:5][CH:4]=1. (7) Given the product [Br:26][C:8]1[C:7](=[O:24])[N:6]2[CH:25]=[C:2]([F:1])[CH:3]=[CH:4][C:5]2=[N:10][C:9]=1[CH:11]([NH:13][C:14](=[O:23])[O:15][CH2:16][C:17]1[CH:22]=[CH:21][CH:20]=[CH:19][CH:18]=1)[CH3:12], predict the reactants needed to synthesize it. The reactants are: [F:1][C:2]1[CH:3]=[CH:4][C:5]2[N:6]([CH:25]=1)[C:7](=[O:24])[CH:8]=[C:9]([CH:11]([NH:13][C:14](=[O:23])[O:15][CH2:16][C:17]1[CH:22]=[CH:21][CH:20]=[CH:19][CH:18]=1)[CH3:12])[N:10]=2.[Br:26]Br.O. (8) Given the product [F:68][C:49]([F:48])([F:69])[C:50]1[CH:51]=[CH:52][C:53]([C@H:56]([NH:57][C:11]([C:8]2[CH:7]=[CH:6][C:5]([C:3]([OH:2])=[O:4])=[CH:10][N:9]=2)=[O:13])[C:58]2[C:63]([C:64]([F:65])([F:66])[F:67])=[CH:62][CH:61]=[CH:60][N:59]=2)=[CH:54][CH:55]=1, predict the reactants needed to synthesize it. The reactants are: C[O:2][C:3]([C:5]1[CH:6]=[CH:7][C:8]([C:11]([OH:13])=O)=[N:9][CH:10]=1)=[O:4].CCN(C(C)C)C(C)C.CN(C(ON1N=NC2C=CC=NC1=2)=[N+](C)C)C.F[P-](F)(F)(F)(F)F.Cl.[F:48][C:49]([F:69])([F:68])[C:50]1[CH:55]=[CH:54][C:53]([C@@H:56]([C:58]2[C:63]([C:64]([F:67])([F:66])[F:65])=[CH:62][CH:61]=[CH:60][N:59]=2)[NH2:57])=[CH:52][CH:51]=1.